Dataset: Full USPTO retrosynthesis dataset with 1.9M reactions from patents (1976-2016). Task: Predict the reactants needed to synthesize the given product. (1) Given the product [Cl:16][C:17]1[CH:22]=[CH:21][C:20]([C:23]([F:25])([F:26])[F:24])=[CH:19][C:18]=1[CH:27]([NH:34][C:9]([CH2:8][NH:7][C:6](=[O:12])[C:5]1[CH:4]=[CH:3][C:2]([F:1])=[CH:14][CH:13]=1)=[O:11])[C:28]1[CH:29]=[CH:30][CH:31]=[CH:32][CH:33]=1, predict the reactants needed to synthesize it. The reactants are: [F:1][C:2]1[CH:14]=[CH:13][C:5]([C:6](=[O:12])[NH:7][CH2:8][C:9]([OH:11])=O)=[CH:4][CH:3]=1.Cl.[Cl:16][C:17]1[CH:22]=[CH:21][C:20]([C:23]([F:26])([F:25])[F:24])=[CH:19][C:18]=1[CH:27]([NH2:34])[C:28]1[CH:33]=[CH:32][CH:31]=[CH:30][CH:29]=1. (2) Given the product [CH2:1]([C@:4]1([C:20]2[CH:25]=[CH:24][C:23]([F:26])=[CH:22][CH:21]=2)[CH2:9][CH2:8][N:7]([C@H:10]([C:12]2[CH:17]=[CH:16][C:15]([B:30]3[O:31][C:32]([CH3:34])([CH3:33])[C:28]([CH3:44])([CH3:27])[O:29]3)=[CH:14][CH:13]=2)[CH3:11])[C:6](=[O:19])[CH2:5]1)[CH:2]=[CH2:3], predict the reactants needed to synthesize it. The reactants are: [CH2:1]([C@:4]1([C:20]2[CH:25]=[CH:24][C:23]([F:26])=[CH:22][CH:21]=2)[CH2:9][CH2:8][N:7]([C@H:10]([C:12]2[CH:17]=[CH:16][C:15](Br)=[CH:14][CH:13]=2)[CH3:11])[C:6](=[O:19])[CH2:5]1)[CH:2]=[CH2:3].[CH3:27][C:28]1([CH3:44])[C:32]([CH3:34])([CH3:33])[O:31][B:30]([B:30]2[O:31][C:32]([CH3:34])([CH3:33])[C:28]([CH3:44])([CH3:27])[O:29]2)[O:29]1.CC([O-])=O.[K+]. (3) Given the product [F:32][C:27]1[CH:28]=[CH:29][CH:30]=[CH:31][C:26]=1[N:11]1[C:12]2[N:19]=[C:18]([N:20]3[CH2:24][CH2:23][CH2:22][CH2:21]3)[C:17]([F:25])=[CH:16][C:13]=2[C:14](=[O:15])[N:9]([OH:8])[C:10]1=[O:33], predict the reactants needed to synthesize it. The reactants are: C([O:8][N:9]1[C:14](=[O:15])[C:13]2[CH:16]=[C:17]([F:25])[C:18]([N:20]3[CH2:24][CH2:23][CH2:22][CH2:21]3)=[N:19][C:12]=2[N:11]([C:26]2[CH:31]=[CH:30][CH:29]=[CH:28][C:27]=2[F:32])[C:10]1=[O:33])C1C=CC=CC=1. (4) Given the product [C:4]([O:3][C:1]([NH:8][CH:9]([CH2:10][O:11][CH2:24][C:23]1[CH:26]=[CH:27][C:28]([F:30])=[CH:29][C:22]=1[F:21])[C:12]([OH:14])=[O:13])=[O:2])([CH3:7])([CH3:6])[CH3:5], predict the reactants needed to synthesize it. The reactants are: [C:1]([NH:8][C@@H:9]([C:12]([OH:14])=[O:13])[CH2:10][OH:11])([O:3][C:4]([CH3:7])([CH3:6])[CH3:5])=[O:2].CC(C)([O-])C.[K+].[F:21][C:22]1[CH:29]=[C:28]([F:30])[CH:27]=[CH:26][C:23]=1[CH2:24]Br. (5) Given the product [CH2:1]([C:9]1[CH:10]=[C:11]2[C:15](=[CH:16][CH:17]=1)[NH:14][CH2:13][CH2:12]2)[CH2:2][CH2:3][CH2:4][CH2:5][CH2:6][CH2:7][CH3:8], predict the reactants needed to synthesize it. The reactants are: [CH2:1]([C:9]1[CH:10]=[C:11]2[C:15](=[CH:16][CH:17]=1)[NH:14][CH:13]=[CH:12]2)[CH2:2][CH2:3][CH2:4][CH2:5][CH2:6][CH2:7][CH3:8]. (6) Given the product [CH2:20]([C:16]1[CH:15]=[CH:14][CH:13]=[C:12]2[C:17]=1[CH:18]=[CH:19][C:10]1[N:11]2[N:23]=[N:1][C:4]=1[C:5]([O:7][CH2:8][CH3:9])=[O:6])[CH:21]=[CH2:22], predict the reactants needed to synthesize it. The reactants are: [N+:1]([CH:4]([C:10]1[CH:19]=[CH:18][C:17]2[C:12](=[CH:13][CH:14]=[CH:15][C:16]=2[CH2:20][CH:21]=[CH2:22])[N:11]=1)[C:5]([O:7][CH2:8][CH3:9])=[O:6])([O-])=O.[NH2:23]C(C1C=CC2C(=CC=CC=2CC=C)N=1)C(OCC)=O.N([O-])=O.[Na+].